From a dataset of NCI-60 drug combinations with 297,098 pairs across 59 cell lines. Regression. Given two drug SMILES strings and cell line genomic features, predict the synergy score measuring deviation from expected non-interaction effect. (1) Drug 1: C#CCC(CC1=CN=C2C(=N1)C(=NC(=N2)N)N)C3=CC=C(C=C3)C(=O)NC(CCC(=O)O)C(=O)O. Drug 2: CCN(CC)CCCC(C)NC1=C2C=C(C=CC2=NC3=C1C=CC(=C3)Cl)OC. Cell line: IGROV1. Synergy scores: CSS=7.24, Synergy_ZIP=-2.80, Synergy_Bliss=-1.11, Synergy_Loewe=2.14, Synergy_HSA=-1.57. (2) Cell line: IGROV1. Synergy scores: CSS=-1.56, Synergy_ZIP=2.53, Synergy_Bliss=2.08, Synergy_Loewe=0.427, Synergy_HSA=0.838. Drug 1: CC1=C(C=C(C=C1)NC2=NC=CC(=N2)N(C)C3=CC4=NN(C(=C4C=C3)C)C)S(=O)(=O)N.Cl. Drug 2: C1C(C(OC1N2C=NC3=C2NC=NCC3O)CO)O. (3) Synergy scores: CSS=34.8, Synergy_ZIP=-11.4, Synergy_Bliss=-11.5, Synergy_Loewe=-20.4, Synergy_HSA=-6.76. Drug 2: CCC1(CC2CC(C3=C(CCN(C2)C1)C4=CC=CC=C4N3)(C5=C(C=C6C(=C5)C78CCN9C7C(C=CC9)(C(C(C8N6C)(C(=O)OC)O)OC(=O)C)CC)OC)C(=O)OC)O.OS(=O)(=O)O. Drug 1: CN(C)N=NC1=C(NC=N1)C(=O)N. Cell line: CAKI-1. (4) Drug 1: C1CC(=O)NC(=O)C1N2CC3=C(C2=O)C=CC=C3N. Drug 2: CCC(=C(C1=CC=CC=C1)C2=CC=C(C=C2)OCCN(C)C)C3=CC=CC=C3.C(C(=O)O)C(CC(=O)O)(C(=O)O)O. Cell line: OVCAR-4. Synergy scores: CSS=-0.0525, Synergy_ZIP=-0.00789, Synergy_Bliss=0.381, Synergy_Loewe=-0.391, Synergy_HSA=-0.0275. (5) Drug 1: CN1C(=O)N2C=NC(=C2N=N1)C(=O)N. Drug 2: CC(C)NC(=O)C1=CC=C(C=C1)CNNC.Cl. Cell line: HOP-92. Synergy scores: CSS=1.45, Synergy_ZIP=-3.39, Synergy_Bliss=-6.20, Synergy_Loewe=-6.31, Synergy_HSA=-5.00. (6) Drug 1: CCC1=CC2CC(C3=C(CN(C2)C1)C4=CC=CC=C4N3)(C5=C(C=C6C(=C5)C78CCN9C7C(C=CC9)(C(C(C8N6C)(C(=O)OC)O)OC(=O)C)CC)OC)C(=O)OC.C(C(C(=O)O)O)(C(=O)O)O. Drug 2: CC(C)CN1C=NC2=C1C3=CC=CC=C3N=C2N. Cell line: OVCAR-8. Synergy scores: CSS=6.55, Synergy_ZIP=-1.02, Synergy_Bliss=-2.25, Synergy_Loewe=-19.8, Synergy_HSA=-2.87.